From a dataset of Cav3 T-type calcium channel HTS with 100,875 compounds. Binary Classification. Given a drug SMILES string, predict its activity (active/inactive) in a high-throughput screening assay against a specified biological target. (1) The drug is S(c1nc(nc2n(c(=O)n(c(=O)c12)C)C)c1occc1)Cc1c(ccc(c1)C)C. The result is 0 (inactive). (2) The compound is O=C1N(CC(C1)C(O)=O)c1ccc(OC)cc1. The result is 0 (inactive). (3) The compound is O(C1(C2C(N(CC1)C)CCCC2)c1ccccc1)C(=O)C. The result is 0 (inactive).